From a dataset of Peptide-MHC class II binding affinity with 134,281 pairs from IEDB. Regression. Given a peptide amino acid sequence and an MHC pseudo amino acid sequence, predict their binding affinity value. This is MHC class II binding data. (1) The peptide sequence is WCCRSCTMPPVSFHG. The MHC is HLA-DQA10303-DQB10402 with pseudo-sequence HLA-DQA10303-DQB10402. The binding affinity (normalized) is 0.250. (2) The peptide sequence is AAPANPGLIIGA. The MHC is DRB1_1302 with pseudo-sequence DRB1_1302. The binding affinity (normalized) is 0.435. (3) The peptide sequence is WEQIFSTWLLKPGAG. The MHC is DRB3_0101 with pseudo-sequence DRB3_0101. The binding affinity (normalized) is 0.564. (4) The peptide sequence is AFKVAATAANAAP. The MHC is DRB1_1302 with pseudo-sequence DRB1_1302. The binding affinity (normalized) is 0.606. (5) The peptide sequence is ARARRAAIAAAGASR. The MHC is DRB1_0701 with pseudo-sequence DRB1_0701. The binding affinity (normalized) is 0.0275.